This data is from Human Reference Interactome with 51,813 positive PPI pairs across 8,248 proteins, plus equal number of experimentally-validated negative pairs. The task is: Binary Classification. Given two protein amino acid sequences, predict whether they physically interact or not. (1) Protein 1 (ENSG00000169379) has sequence MFSLMASCCGWFKRWREPVRKVTLLMVGLDNAGKTATAKGIQGEMGSPYVAQAGLECLASSYSSALASKSAGITGMSHHAQPGQNTLKM*MFSLMASCCGWFKRWREPVRLANKQDKEGALGEADVIECLSLEKLVNEHKCLCQIEPCSAISGYGKKIDKSIKKGLYWLLHVIARDFDALNERIQKETTEQRALEEQEKQERAERVRKLREERKQNEQEQAELDGTSGLAELDPEPTNPFQPIASVIIENEGKLEREKKNQKMEKDSDGCHLKHKMEHEQIETQGQVNHNGQKNNEFGLV.... Protein 2 (ENSG00000189143) has sequence MASMGLQVMGIALAVLGWLAVMLCCALPMWRVTAFIGSNIVTSQTIWEGLWMNCVVQSTGQMQCKVYDSLLALPQDLQAARALVIISIIVAALGVLLSVVGGKCTNCLEDESAKAKTMIVAGVVFLLAGLMVIVPVSWTAHNIIQDFYNPLVASGQKREMGASLYVGWAASGLLLLGGGLLCCNCPPRTDKPYSAKYSAARSAAASNYV*. Result: 1 (the proteins interact). (2) Protein 1 (ENSG00000173269) has sequence MILSLLFSLGGPLGWGLLGAWAQASSTSLSDLQSSRTPGVWKAEAEDTGKDPVGRNWCPYPMSKLVTLLALCKTEKFLIHSQQPCPQGAPDCQKVKVMYRMAHKPVYQVKQKVLTSLAWRCCPGYTGPNCEHHDSMAIPEPADPGDSHQEPQDGPVSFKPGHLAAVINEVEVQQEQQEHLLGDLQNDVHRVADSLPGLWKALPGNLTAAVMEANQTGHEFPDRSLEQVLLPHVDTFLQVHFSPIWRSFNQSLHSLTQAIRNLSLDVEANRQAISRVQDSAVARADFQELGAKFEAKVQEN.... Protein 2 (ENSG00000251247) has sequence MENLTKHSIECSSFRGDWECKNQFERKQGSQEGHFSEMIFTPEDMPTFSIQHQRIHTDEKLLECKECGKDFSFVSVLVRHQRIHTGEKPYECKECGKAFGSGANLAYHQRIHTMENLTKHSIECSSFRGDWECKNQFERKQGSQEGHFSEMIFTPEDMPTFSIQHQRIHTDEKLLECKECGKDFSFVSVLVRHQRIHTGEKPYECKECGKAFGSGANLAYHQRIHTGEKPFECKECGKAFGSGSNLTHHQRIHTGEKPYECKECGKAFSFGSGLIRHQIIHSGEKPYECKECGKSFSFES.... Result: 0 (the proteins do not interact). (3) Protein 1 (ENSG00000174748) has sequence MGAYKYIQELWRKKQSDVMRFLLRVRCWQYRQLSALHRAPRPTRPDKARRLGYKAKQGYVIYRIRVRRGGRKRPVPKGATYGKPVHHGVNQLKFARSLQSVAEERAGRHCGALRVLNSYWVGEDSTYKFFEVILIDPFHKAIRRNPDTQWITKPVHKHREMRGLTSAGRKSRGLGKGHKFHHTIGGSRRAAWRRRNTLQLHRYR*MGAYKYIQELWRKKQSDVMRFLLRVRCWQYRQLSALHRAPRPTRPDKARRLGYKAKQGYVIYRIRVRRGGRKRPVPKGATYGKPVHHGVNQLKFA.... Protein 2 (ENSG00000135111) has sequence MSLSMRDPVIPGTSMAYHPFLPHRAPDFAMSAVLGHQPPFFPALTLPPNGAAALSLPGALAKPIMDQLVGAAETGIPFSSLGPQAHLRPLKTMEPEEEVEDDPKVHLEAKELWDQFHKRGTEMVITKSGRRMFPPFKVRCSGLDKKAKYILLMDIIAADDCRYKFHNSRWMVAGKADPEMPKRMYIHPDSPATGEQWMSKVVTFHKLKLTNNISDKHGFTLAFPSDHATWQGNYSFGTQTILNSMHKYQPRFHIVRANDILKLPYSTFRTYLFPETEFIAVTAYQNDKITQLKIDNNPFA.... Result: 0 (the proteins do not interact). (4) Protein 1 (ENSG00000205649) has sequence MKFFVFALILALMLSMTGADSHAKEKHHSHRGYRSNYLYDN*MKFFVFALILALMLSMTGADSHAKRHHGYKRKFHEKHHSHRGYRSNYLYDN*. Protein 2 (ENSG00000049656) has sequence MWSGRSSFTSLVVGVFVVYVVHTCWVMYGIVYTRPCSGDANCIQPYLARRPKLQLSVYTTTRSHLGAENNIDLVLNVEDFDVESKFERTVNVSVPKKTRNNGTLYAYIFLHHAGVLPWHDGKQVHLVSPLTTYMVPKPEEINLLTGESDTQQIEAEKKPTSALDEPVSHWRPRLALNVMADNFVFDGSSLPADVHRYMKMIQLGKTVHYLPILFIDQLSNRVKDLMVINRSTTELPLTVSYDKVSLGRLRFWIHMQDAVYSLQQFGFSEKDADEVKGIFVDTNLYFLALTFFVAAFHLLF.... Result: 0 (the proteins do not interact). (5) Protein 1 (ENSG00000083635) has sequence MAEPTSDFETPIGWHASPELTPTLGPLSDTAPPRDSWMFWAMLPPPPPPLTSSLPAAGSKPSSESQPPMEAQSLPGAPPPFDAQILPGAQPPFDAQSPLDSQPQPSGQPWNFHASTSWYWRQSSDRFPRHQKSFNPAVKNSYYPRKYDAKFTDFSLPPSRKQKKKKRKEPVFHFFCDTCDRGFKNQEKYDKHMSEHTKCPELDCSFTAHEKIVQFHWRNMHAPGMKKIKLDTPEEIARWREERRKNYPTLANIERKKKLKLEKEKRGAVLTTTQYGKMKGMSRHSQMAKIRSPGKNHKWK.... Protein 2 (ENSG00000175155) has sequence MVKMTRSKTFQAYLPSCHRTYSCIHCRAHLANHDELISKSFQGSQGRAYLFNSVVNVGCGPAEERVLLTGLHAVADIYCENCKTTLGWKYEHAFESSQKYKEGKYIIELAHMIKDNGWD*TAFTCVFRCFPCDPSCGSASWAAPEFTPHSAAPMVKMTRSKTFQAYLPSCHRTYSCIHCRAHLANHDELISKSFQGSQGRAYLFNSVVNVGCGPAEERVLLTGLHAVADIYCENCKTTLGWKYEHAFESSQKYKEGKYIIELAHMIKDNGWD*. Result: 0 (the proteins do not interact). (6) Protein 1 (ENSG00000168488) has sequence MLKPQPLQQPSQPQQPPPTQQAVARRPPGGTSPPNGGLPGPLATSAAPPGPPAAASPCLGPVAAAGSGLRRGAEGILAPQPPPPQQHQERPGAAAIGSARGQSTGKGPPQSPVFEGVYNNSRMLHFLTAVVGSTCDVKVKNGTTYEGIFKTLSSKFELAVDAVHRKASEPAGGPRREDIVDTMVFKPSDVMLVHFRNVDFNYATKDKFTDSAIAMNSKVNGEHKEKVLQRWEGGDSNSDDYDLESDMSNGWDPNEMFKFNEENYGVKTTYDSSLSSYTVPLEKDNSEEFRQRELRAAQLA.... Protein 2 (ENSG00000126860) has sequence MLLRSWFGNKDFQALPILARLPSMPTDMEHTGHYLHLAFLMTTVFSLSPGTKANYTRLWANSTSSWDSVIQNKTGRNQNENINTNPITPEVDYKGNSTNMPETSHIVALTSKSEQELYIPSVVSNSPSTVQSIENTSKSHGEIFKKDVCAENNNNMAMLICLIIIAVLFLICTFLFLSTVVLANKVSSLRRSKQVGKRQPRSNGDFLASGLWPAESDTWKRTKQLTGPNLVMQSTGVLTATRERKDEEGTEKLTNKQIG*MPTDMEHTGHYLHLAFLMTTVFSLSPGTKANYTRLWANST.... Result: 0 (the proteins do not interact). (7) Protein 1 (ENSG00000185966) has sequence MSCQQNQKQCQPPPKCPSPKCPPKNPVQCLPPASSGCAPSSGGCGPSSEGGCFLNHHRRHHRCRRQRSNSCDRGSGQQGGGSGCCHGSGGCC*. Protein 2 (ENSG00000198443) has sequence MVNSCCGSVCSDQGCDQGLCQETCCRPSCCQTTCCCPSCVVSSCCRPSCSQTTCCQTTCCRPSCCHPVCCQTTCRPSCGVSSCCRPLCCQTTCHPSCGMSSCCRPLCCQTTCRPSCGVSSCCRPLCCQTTCCRATCCRPSCCGSSC*MVNSCCGSVCSDQGCDQGLCQETCCRPSCCQTTCCCPSCVVSSCCRPSCSQTTCCQTTCCRPSCCHPVCCQTTCRPSCGVSSCCRPLCCQTTCRPSCGVSSCCRPLCCQTTCCRATCCRPSCCGSSC*. Result: 1 (the proteins interact). (8) Protein 1 (ENSG00000029534) has sequence MAQAAKQLKKIKDIEAQALQEQKEKEESNRKRRNRSRDRKKKADAATSFLRAARSGNLDKALDHLRNGVDINTCNQNGLNGLHLASKEGHVKMVVELLHKEIILETTTKKGNTALHIAALAGQDEVVRELVNYGANVNAQSQKGFTPLYMAAQENHLEVVKFLLENGANQNVATEDGFTPLAVALQQGHENVVAHLINYGTKGKVRLPALHIAARNDDTRTAAVLLQNDPNPDVLSKTGFTPLHIAAHYENLNVAQLLLNRGASVNFTPQNGITPLHIASRRGNVIMVRLLLDRGAQIET.... Protein 2 (ENSG00000187713) has sequence MLFSLRELVQWLGFATFEIFVHLLALLVFSVLLALRVDGLVPGLSWWNVFVPFFAADGLSTYFTTIVSVRLFQDGEKRLAVLRLFWVLTVLSLKFVFEMLLCQKLAEQTRELWFGLITSPLFILLQLLMIRACRVN*. Result: 1 (the proteins interact). (9) Protein 1 (ENSG00000184659) has sequence MNLPRAERPRSTPQRSLRDSDGEDGKIDVLGEEEDEDEVEDEEEEARQQFLEQSLQPGLQVARWGGVALPREHIEGGGGPSDPSEFGTKFRAPPRSAAASEDARQPAKPPYSYIALITMAILQNPHKRLTLSGICAFISGRFPYYRRKFPAWQNSIRHNLSLNDCFVKIPREPGHPGKGNYWSLDPASQDMFDNGSFLRRRKRFKRHQLTPGAHLPHPFPLPAAHAALHNPHPGPLLGAPAPPQPVPGAYPNTAPGRRPYALLHPHPLRYLLLSARVYAGAPKKAEGADLATPAPFPCCS.... Protein 2 (ENSG00000237190) has sequence MVGGEAAAAVEELVSGVRQAADFAEQFRSYSESEKQWKARMEFILRHLPDYRDPPDGSGRLDQLLSLSMVWANHLFLGCSPRGPK*MVGGEAAAAVEELVSGVRQAADFAEQFRSYSESEKQWKARMEFILRHLPDYRDPPDGSGRLDQLLSLSMVWANHLFLGCSYNKDLLDKVMEMADGIEVEDLPQFTTRSELMKKHQS*. Result: 0 (the proteins do not interact). (10) Protein 1 (ENSG00000108798) has sequence MAELQQLQEFEIPTGREALRGNHSALLRVADYCEDNYVQATDKRKALEETMAFTTQALASVAYQVGNLAGHTLRMLDLQGAALRQVEARVSTLGQMVNMHMEKVARREIGTLATVQRLPPGQKVIAPENLPPLTPYCRRPLNFGCLDDIGHGIKDLSTQLSRTGTLSRKSIKAPATPASATLGRPPRIPEPVHLPVVPDGRLSAASSAFSLASAGSAEGVGGAPTPKGQAAPPAPPLPSSLDPPPPPAAVEVFQRPPTLEELSPPPPDEELPLPLDLPPPPPLDGDELGLPPPPPGFGPD.... Protein 2 (ENSG00000073969) has sequence MAGRSMQAARCPTDELSLTNCAVVNEKDFQSGQHVIVRTSPNHRYTFTLKTHPSVVPGSIAFSLPQRKWAGLSIGQEIEVSLYTFDKAKQCIGTMTIEIDFLQKKSIDSNPYDTDKMAAEFIQQFNNQAFSVGQQLVFSFNEKLFGLLVKDIEAMDPSILKGEPATGKRQKIEVGLVVGNSQVAFEKAENSSLNLIGKAKTKENRQSIINPDWNFEKMGIGGLDKEFSDIFRRAFASRVFPPEIVEQMGCKHVKGILLYGPPGCGKTLLARQIGKMLNAREPKVVNGPEILNKYVGESEA.... Result: 0 (the proteins do not interact).